Dataset: Full USPTO retrosynthesis dataset with 1.9M reactions from patents (1976-2016). Task: Predict the reactants needed to synthesize the given product. (1) Given the product [C:7]([O:11][C:12]([NH:14][C:15]1[CH:20]=[CH:19][CH:18]=[CH:17][C:16]=1[NH:21][C:22](=[O:40])[C:23]1[CH:24]=[CH:25][C:26]([CH:29]([NH:30][C:31]([NH:1][C:2]2[S:3][CH:4]=[CH:5][N:6]=2)=[O:41])[CH2:17][CH2:16][CH2:15][N:14]2[CH2:42][CH2:46][O:45][CH2:44][CH2:43]2)=[CH:27][CH:28]=1)=[O:13])([CH3:10])([CH3:8])[CH3:9], predict the reactants needed to synthesize it. The reactants are: [NH2:1][C:2]1[S:3][CH:4]=[CH:5][N:6]=1.[C:7]([O:11][C:12]([NH:14][C:15]1[CH:20]=[CH:19][CH:18]=[CH:17][C:16]=1[NH:21][C:22](=[O:40])[C:23]1[CH:28]=[CH:27][C:26]([CH2:29][NH:30][CH2:31]CCN2CCOCC2)=[CH:25][CH:24]=1)=[O:13])([CH3:10])([CH3:9])[CH3:8].[OH2:41].[CH2:42]1[CH2:46][O:45][CH2:44][CH2:43]1. (2) Given the product [F:8][C:6]1[CH:5]=[C:4]([CH2:9][C@@H:10]([C:25]2[C:30]([C:31]3[CH:32]=[C:33]([CH:37]=[CH:38][CH:39]=3)[C:34]([NH2:36])=[O:35])=[CH:29][CH:28]=[CH:27][N:26]=2)[NH:11][C:12](=[O:24])[CH2:13][C:14]2[C:22]3[C:17](=[CH:18][CH:19]=[CH:20][C:21]=3[CH3:41])[NH:16][CH:15]=2)[CH:3]=[C:2]([F:1])[CH:7]=1, predict the reactants needed to synthesize it. The reactants are: [F:1][C:2]1[CH:3]=[C:4]([CH2:9][C@@H:10]([C:25]2[C:30]([C:31]3[CH:32]=[C:33]([CH:37]=[CH:38][CH:39]=3)[C:34]([NH2:36])=[O:35])=[CH:29][CH:28]=[CH:27][N:26]=2)[NH:11][C:12](=[O:24])[CH2:13][C:14]2[C:22]3[C:17](=[CH:18][CH:19]=[C:20](F)[CH:21]=3)[NH:16][CH:15]=2)[CH:5]=[C:6]([F:8])[CH:7]=1.F[C:41](F)(F)C(O)=O.N[C@H](C1C(C2C=C(C=CC=2)C(N)=O)=CC=CN=1)CC1C=C(F)C=C(F)C=1.CC1C=CC=C2C=1C(CC(O)=O)=CN2. (3) Given the product [CH3:1][C@@H:2]1[CH2:6][CH2:5][CH2:4][N:3]1[CH2:7][C@@H:8]1[CH2:12][CH2:11][CH2:10][N:9]1[C:13]([C:15]1[CH:20]=[CH:19][C:18]([C:31]2[S:35][C:34]([C:36]([N:38]3[CH2:43][CH2:42][CH2:41][CH2:40][CH2:39]3)=[O:37])=[CH:33][CH:32]=2)=[CH:17][CH:16]=1)=[O:14], predict the reactants needed to synthesize it. The reactants are: [CH3:1][C@@H:2]1[CH2:6][CH2:5][CH2:4][N:3]1[CH2:7][C@@H:8]1[CH2:12][CH2:11][CH2:10][N:9]1[C:13]([C:15]1[CH:20]=[CH:19][C:18](B2OC(C)(C)C(C)(C)O2)=[CH:17][CH:16]=1)=[O:14].Br[C:31]1[S:35][C:34]([C:36]([N:38]2[CH2:43][CH2:42][CH2:41][CH2:40][CH2:39]2)=[O:37])=[CH:33][CH:32]=1. (4) The reactants are: F[C:2]1[CH:3]=[C:4]2[C:9](=[C:10]([F:12])[CH:11]=1)[C:8](=[O:13])[CH2:7][CH2:6][CH2:5]2.[C:14]1([S-:20])[CH:19]=[CH:18][CH:17]=[CH:16][CH:15]=1.[K+]. Given the product [F:12][C:10]1[CH:11]=[C:2]([S:20][C:14]2[CH:19]=[CH:18][CH:17]=[CH:16][CH:15]=2)[CH:3]=[C:4]2[C:9]=1[C:8](=[O:13])[CH2:7][CH2:6][CH2:5]2, predict the reactants needed to synthesize it. (5) Given the product [F:1][C:2]1[CH:31]=[C:30]([CH:29]=[CH:28][C:3]=1[O:4][C:5]1[CH:10]=[CH:9][N:8]=[C:7]2[CH:11]=[C:12]([C:14]3[CH:15]=[N:16][N:17]([CH2:19][CH2:20][N:21]4[CH2:22][CH2:23][N:24]([CH3:27])[CH2:25][CH2:26]4)[CH:18]=3)[S:13][C:6]=12)[NH2:32], predict the reactants needed to synthesize it. The reactants are: [F:1][C:2]1[CH:31]=[C:30]([N+:32]([O-])=O)[CH:29]=[CH:28][C:3]=1[O:4][C:5]1[CH:10]=[CH:9][N:8]=[C:7]2[CH:11]=[C:12]([C:14]3[CH:15]=[N:16][N:17]([CH2:19][CH2:20][N:21]4[CH2:26][CH2:25][N:24]([CH3:27])[CH2:23][CH2:22]4)[CH:18]=3)[S:13][C:6]=12.[Cl-].[NH4+]. (6) Given the product [OH:1][CH2:2][C@H:3]1[N:7]([C:10]2[CH:15]=[CH:14][C:13]([C:16]([N:18]3[CH2:23][CH2:22][N:21]([C:24]4[C:29]([CH3:30])=[CH:28][C:27]([CH3:31])=[C:26]([CH3:32])[N:25]=4)[CH2:20][CH2:19]3)=[O:17])=[CH:12][CH:11]=2)[C:6](=[O:8])[CH2:5][CH2:4]1, predict the reactants needed to synthesize it. The reactants are: [OH:1][CH2:2][C@H:3]1[NH:7][C:6](=[O:8])[CH2:5][CH2:4]1.I[C:10]1[CH:15]=[CH:14][C:13]([C:16]([N:18]2[CH2:23][CH2:22][N:21]([C:24]3[C:29]([CH3:30])=[CH:28][C:27]([CH3:31])=[C:26]([CH3:32])[N:25]=3)[CH2:20][CH2:19]2)=[O:17])=[CH:12][CH:11]=1. (7) Given the product [CH3:18][N:14]1[C:15]2[C:10](=[CH:9][C:8]([C:4]3[CH:3]=[C:2]([NH:1][S:29]([CH2:27][CH3:28])(=[O:31])=[O:30])[CH:7]=[N:6][CH:5]=3)=[CH:17][CH:16]=2)[CH2:11][CH2:12][C:13]1=[O:19], predict the reactants needed to synthesize it. The reactants are: [NH2:1][C:2]1[CH:3]=[C:4]([C:8]2[CH:9]=[C:10]3[C:15](=[CH:16][CH:17]=2)[N:14]([CH3:18])[C:13](=[O:19])[CH2:12][CH2:11]3)[CH:5]=[N:6][CH:7]=1.C(N(CC)CC)C.[CH2:27]([S:29](Cl)(=[O:31])=[O:30])[CH3:28].O. (8) Given the product [Cl:1][C:2]1[CH:3]=[CH:4][C:5]([O:21][CH3:22])=[C:6]([C:8]2[N:12]([CH2:13][CH2:14][CH:15]([CH3:17])[CH3:16])[N:11]=[CH:10][C:9]=2[NH2:18])[CH:7]=1, predict the reactants needed to synthesize it. The reactants are: [Cl:1][C:2]1[CH:3]=[CH:4][C:5]([O:21][CH3:22])=[C:6]([C:8]2[N:12]([CH2:13][CH2:14][CH:15]([CH3:17])[CH3:16])[N:11]=[CH:10][C:9]=2[N+:18]([O-])=O)[CH:7]=1.[Cl-].[NH4+].